From a dataset of Full USPTO retrosynthesis dataset with 1.9M reactions from patents (1976-2016). Predict the reactants needed to synthesize the given product. (1) The reactants are: [CH2:1]([C@H:8]([NH:19][C:20](=[O:30])[O:21][C@@H:22]1[C@H:29]2[C@H:25]([O:26][CH2:27][CH2:28]2)[O:24][CH2:23]1)[C@H:9]([OH:18])[CH2:10][NH:11][O:12][CH:13]([CH2:16][CH3:17])[CH2:14][CH3:15])[C:2]1[CH:7]=[CH:6][CH:5]=[CH:4][CH:3]=1.[N+:31]([C:34]1[CH:39]=[CH:38][C:37]([S:40](Cl)(=[O:42])=[O:41])=[CH:36][CH:35]=1)([O-:33])=[O:32].C(N(C(C)C)CC)(C)C. Given the product [CH2:1]([C@H:8]([NH:19][C:20](=[O:30])[O:21][C@@H:22]1[C@H:29]2[C@H:25]([O:26][CH2:27][CH2:28]2)[O:24][CH2:23]1)[C@H:9]([OH:18])[CH2:10][N:11]([O:12][CH:13]([CH2:14][CH3:15])[CH2:16][CH3:17])[S:40]([C:37]1[CH:36]=[CH:35][C:34]([N+:31]([O-:33])=[O:32])=[CH:39][CH:38]=1)(=[O:41])=[O:42])[C:2]1[CH:3]=[CH:4][CH:5]=[CH:6][CH:7]=1, predict the reactants needed to synthesize it. (2) Given the product [CH:31]1[C:32]2[N:33]([C:2]3[CH:3]=[C:4]([C:9]4[O:10][C:11]([C:14]5[CH:19]=[CH:18][CH:17]=[C:16]([O:20][CH3:21])[CH:15]=5)=[N:12][N:13]=4)[CH:5]=[C:6]([N:33]4[C:34]5[CH:22]=[CH:23][CH:24]=[CH:25][C:26]=5[C:27]5[C:32]4=[CH:31][CH:30]=[CH:29][CH:28]=5)[CH:7]=3)[C:34]3[C:26](=[CH:25][CH:24]=[CH:23][CH:22]=3)[C:27]=2[CH:28]=[CH:29][CH:30]=1, predict the reactants needed to synthesize it. The reactants are: I[C:2]1[CH:3]=[C:4]([C:9]2[O:10][C:11]([C:14]3[CH:19]=[CH:18][CH:17]=[C:16]([O:20][CH3:21])[CH:15]=3)=[N:12][N:13]=2)[CH:5]=[C:6](I)[CH:7]=1.[CH:22]1[C:34]2[NH:33][C:32]3[C:27](=[CH:28][CH:29]=[CH:30][CH:31]=3)[C:26]=2[CH:25]=[CH:24][CH:23]=1.C(=O)([O-])[O-].[K+].[K+]. (3) Given the product [F:11][C:8]1[CH:9]=[CH:10][C:5]2[N:6]([C:2]([N:16]3[CH2:17][CH2:18][C:13]([CH3:12])([OH:19])[CH2:14][CH2:15]3)=[N:3][N:4]=2)[CH:7]=1, predict the reactants needed to synthesize it. The reactants are: Cl[C:2]1[N:6]2[CH:7]=[C:8]([F:11])[CH:9]=[CH:10][C:5]2=[N:4][N:3]=1.[CH3:12][C:13]1([OH:19])[CH2:18][CH2:17][NH:16][CH2:15][CH2:14]1.N.